From a dataset of Full USPTO retrosynthesis dataset with 1.9M reactions from patents (1976-2016). Predict the reactants needed to synthesize the given product. (1) Given the product [Br:1][C:2]1[CH:3]=[N:4][CH:5]=[C:6]([Br:10])[C:7]=1/[CH:8]=[N:12]/[NH2:13], predict the reactants needed to synthesize it. The reactants are: [Br:1][C:2]1[CH:3]=[N:4][CH:5]=[C:6]([Br:10])[C:7]=1[CH:8]=O.O.[NH2:12][NH2:13]. (2) Given the product [CH2:1]([O:3][C:4]([N:6]1[CH2:7][CH2:8][CH:9]([NH:12][C:13]2[O:14][C:15]3[CH:21]=[CH:20][C:19]([NH2:22])=[CH:18][C:16]=3[N:17]=2)[CH2:10][CH2:11]1)=[O:5])[CH3:2], predict the reactants needed to synthesize it. The reactants are: [CH2:1]([O:3][C:4]([N:6]1[CH2:11][CH2:10][CH:9]([NH:12][C:13]2[O:14][C:15]3[CH:21]=[CH:20][C:19]([N+:22]([O-])=O)=[CH:18][C:16]=3[N:17]=2)[CH2:8][CH2:7]1)=[O:5])[CH3:2].[H][H].